Predict the reactants needed to synthesize the given product. From a dataset of Full USPTO retrosynthesis dataset with 1.9M reactions from patents (1976-2016). (1) Given the product [N+:2]([C:5]1[CH:6]=[CH:7][C:8]([O:9][C:10]([O:12][CH2:13][C:14]2[S:18][CH:17]=[N:16][CH:15]=2)=[O:11])=[CH:19][CH:20]=1)([O-:4])=[O:3], predict the reactants needed to synthesize it. The reactants are: Cl.[N+:2]([C:5]1[CH:20]=[CH:19][C:8]([O:9][C:10]([O:12][CH2:13][C:14]2[S:18][CH:17]=[N:16][CH:15]=2)=[O:11])=[CH:7][CH:6]=1)([O-:4])=[O:3].C(=O)([O-])[O-].[K+].[K+]. (2) Given the product [CH:15]1([C:21]([C:9]2[CH:8]=[C:7]([CH2:5][CH3:6])[CH:12]=[CH:11][C:10]=2[OH:13])=[O:22])[CH2:20][CH2:19][CH2:18][CH2:17][CH2:16]1, predict the reactants needed to synthesize it. The reactants are: [Cl-].[Al+3].[Cl-].[Cl-].[CH2:5]([C:7]1[CH:12]=[CH:11][C:10]([O:13]C)=[CH:9][CH:8]=1)[CH3:6].[CH:15]1([C:21](Cl)=[O:22])[CH2:20][CH2:19][CH2:18][CH2:17][CH2:16]1. (3) Given the product [F:34][C:2]1([F:1])[O:6][C:5]2[CH:7]=[CH:8][C:9]([CH:11]([C:22]3[C:30]4[C:25](=[C:26]([CH2:31][S:32][CH3:33])[CH:27]=[CH:28][CH:29]=4)[NH:24][CH:23]=3)[CH2:12][C:13]([O:14][CH2:15][CH3:19])=[O:21])=[CH:10][C:4]=2[O:3]1, predict the reactants needed to synthesize it. The reactants are: [F:1][C:2]1([F:34])[O:6][C:5]2[CH:7]=[CH:8][C:9]([CH:11]([C:22]3[C:30]4[C:25](=[C:26]([CH2:31][S:32][CH3:33])[CH:27]=[CH:28][CH:29]=4)[NH:24][CH:23]=3)[CH:12]3C(=O)O[C:15](C)([CH3:19])[O:14][C:13]3=[O:21])=[CH:10][C:4]=2[O:3]1.